From a dataset of Full USPTO retrosynthesis dataset with 1.9M reactions from patents (1976-2016). Predict the reactants needed to synthesize the given product. (1) Given the product [NH:22]1[C:23]2[C:28](=[CH:27][CH:26]=[CH:25][CH:24]=2)[C:20](/[CH:19]=[CH:18]/[C:6]2[CH:5]=[CH:4][C:3]([CH2:2][Br:49])=[CH:8][C:7]=2[NH:9][C:10]([C:12]2[S:13][CH:14]=[CH:15][C:16]=2[CH3:17])=[O:11])=[N:21]1, predict the reactants needed to synthesize it. The reactants are: O[CH2:2][C:3]1[CH:4]=[CH:5][C:6](/[CH:18]=[CH:19]/[C:20]2[C:28]3[C:23](=[CH:24][CH:25]=[CH:26][CH:27]=3)[NH:22][N:21]=2)=[C:7]([NH:9][C:10]([C:12]2[S:13][CH:14]=[CH:15][C:16]=2[CH3:17])=[O:11])[CH:8]=1.C1(P(C2C=CC=CC=2)C2C=CC=CC=2)C=CC=CC=1.C(Br)(Br)(Br)[Br:49].C(OCC)(=O)C. (2) The reactants are: [CH2:1]([C:3]1[N:7]([CH2:8][C:9]2[N:10]=[C:11]3[S:18][C:17]([CH3:19])=[C:16]([CH:20]4[CH2:22][CH:21]4[C:23](O)=[O:24])[N:12]3[C:13](=[O:15])[CH:14]=2)[N:6]=[C:5]([C:26]([F:29])([F:28])[F:27])[CH:4]=1)[CH3:2].C(N(CC)CC)C.ClC(OC(C)C)=O.[BH4-].[Na+]. Given the product [CH2:1]([C:3]1[N:7]([CH2:8][C:9]2[N:10]=[C:11]3[S:18][C:17]([CH3:19])=[C:16]([CH:20]4[CH2:22][CH:21]4[CH2:23][OH:24])[N:12]3[C:13](=[O:15])[CH:14]=2)[N:6]=[C:5]([C:26]([F:29])([F:27])[F:28])[CH:4]=1)[CH3:2], predict the reactants needed to synthesize it. (3) The reactants are: [N+:1]([O-:4])(O)=[O:2].S(=O)(=O)(O)O.[C:10]([C:13]1[CH:18]=[CH:17][C:16]([C:19]2[C:27]3[C:22](=[CH:23][CH:24]=[CH:25][CH:26]=3)[N:21]([C:28]3[CH:36]=[CH:35][C:31]([C:32]([OH:34])=[O:33])=[CH:30][CH:29]=3)[N:20]=2)=[CH:15][CH:14]=1)(=[O:12])[NH2:11]. Given the product [C:10]([C:13]1[CH:14]=[CH:15][C:16]([C:19]2[C:27]3[C:22](=[CH:23][CH:24]=[C:25]([N+:1]([O-:4])=[O:2])[CH:26]=3)[N:21]([C:28]3[CH:29]=[CH:30][C:31]([C:32]([OH:34])=[O:33])=[CH:35][CH:36]=3)[N:20]=2)=[CH:17][CH:18]=1)(=[O:12])[NH2:11], predict the reactants needed to synthesize it. (4) The reactants are: [S:1]1[CH:5]=[CH:4][N:3]=[C:2]1[C:6]1[NH:7][C:8]2[C:13]([CH:14]=1)=[CH:12][CH:11]=[CH:10][C:9]=2[N:15]([CH2:24][C:25]([O:27]CC)=[O:26])[S:16]([C:19]1[S:20][CH:21]=[CH:22][CH:23]=1)(=[O:18])=[O:17].[OH-].[Na+].O1CCCC1. Given the product [S:1]1[CH:5]=[CH:4][N:3]=[C:2]1[C:6]1[NH:7][C:8]2[C:13]([CH:14]=1)=[CH:12][CH:11]=[CH:10][C:9]=2[N:15]([CH2:24][C:25]([OH:27])=[O:26])[S:16]([C:19]1[S:20][CH:21]=[CH:22][CH:23]=1)(=[O:18])=[O:17], predict the reactants needed to synthesize it. (5) Given the product [C:17]([N:8]1[CH2:13][CH2:12][C:11](=[O:14])[C:10]([CH3:16])([CH3:15])[CH2:9]1)([O:23][C:24]([CH3:25])([CH3:26])[CH3:27])=[O:28], predict the reactants needed to synthesize it. The reactants are: C([N:8]1[CH2:13][CH2:12][C:11](=[O:14])[C:10]([CH3:16])([CH3:15])[CH2:9]1)C1C=CC=CC=1.[C:17](=[O:28])([O:23][C:24]([CH3:27])([CH3:26])[CH3:25])OC(C)(C)C.C(=O)([O-])[O-].[Na+].[Na+].